From a dataset of Forward reaction prediction with 1.9M reactions from USPTO patents (1976-2016). Predict the product of the given reaction. (1) Given the reactants [Cl-].[Al+3].[Cl-].[Cl-].[CH3:5][N:6]1[CH2:11][CH2:10][CH:9]([C:12](Cl)=[O:13])[CH2:8][CH2:7]1.[CH:15]1[CH:20]=[CH:19][CH:18]=[CH:17][CH:16]=1, predict the reaction product. The product is: [CH3:5][N:6]1[CH2:11][CH2:10][CH:9]([C:12]([C:15]2[CH:20]=[CH:19][CH:18]=[CH:17][CH:16]=2)=[O:13])[CH2:8][CH2:7]1. (2) Given the reactants [CH2:1]([O:8][C:9]([N:11]1[C@@H:15]([CH2:16][C:17](Cl)=[O:18])[C:14](=[O:20])[O:13][CH2:12]1)=[O:10])[C:2]1[CH:7]=[CH:6][CH:5]=[CH:4][CH:3]=1.[C:21]([O:25][C:26](=[O:35])[CH2:27][NH:28][C:29]1[CH:34]=[CH:33][CH:32]=[CH:31][CH:30]=1)([CH3:24])([CH3:23])[CH3:22], predict the reaction product. The product is: [CH2:1]([O:8][C:9]([N:11]1[C@@H:15]([CH2:16][C:17]([N:28]([C:29]2[CH:34]=[CH:33][CH:32]=[CH:31][CH:30]=2)[CH2:27][C:26]([O:25][C:21]([CH3:24])([CH3:22])[CH3:23])=[O:35])=[O:18])[C:14](=[O:20])[O:13][CH2:12]1)=[O:10])[C:2]1[CH:7]=[CH:6][CH:5]=[CH:4][CH:3]=1. (3) The product is: [C:1]([CH2:5][C:4]([O:10][CH2:12][CH3:13])=[O:9])(=[O:3])[CH3:2]. Given the reactants [CH2:1]([OH:3])[CH3:2].[C:4]([OH:10])(=[O:9])[C:5](C)(C)C.O.[C:12]1(C)C=CC(S(O)(=O)=O)=C[CH:13]=1.C(N(CC)CC)C, predict the reaction product. (4) Given the reactants Cl[C:2]1[N:3]=[C:4]2[N:12]([CH2:13][C:14](=[O:19])[C:15]([CH3:18])([CH3:17])[CH3:16])[C@H:11]([C:20]([F:23])([F:22])[F:21])[CH2:10][CH2:9][N:5]2[C:6](=[O:8])[CH:7]=1.Cl.[C@H:25]12[CH2:31][C@H:28]([NH:29][CH2:30]1)[CH2:27][O:26]2.C(N(CC)CC)C, predict the reaction product. The product is: [CH3:16][C:15]([CH3:18])([CH3:17])[C:14](=[O:19])[CH2:13][N:12]1[C:4]2=[N:3][C:2]([N:29]3[CH2:30][C@@H:25]4[CH2:31][C@H:28]3[CH2:27][O:26]4)=[CH:7][C:6](=[O:8])[N:5]2[CH2:9][CH2:10][C@H:11]1[C:20]([F:23])([F:22])[F:21]. (5) Given the reactants [Cl:1][C:2]1[CH:3]=[CH:4][C:5]([N:20]2[CH2:24][CH2:23][CH:22]([NH:25]C(=O)C(F)(F)F)[CH2:21]2)=[C:6]([NH:8][C:9]([C:11]2[CH:12]=[N:13][N:14]3[CH:19]=[CH:18][CH:17]=[N:16][C:15]=23)=[O:10])[CH:7]=1.CO.[OH-].[Na+], predict the reaction product. The product is: [NH2:25][CH:22]1[CH2:23][CH2:24][N:20]([C:5]2[CH:4]=[CH:3][C:2]([Cl:1])=[CH:7][C:6]=2[NH:8][C:9]([C:11]2[CH:12]=[N:13][N:14]3[CH:19]=[CH:18][CH:17]=[N:16][C:15]=23)=[O:10])[CH2:21]1. (6) Given the reactants [CH3:1][O:2][C:3]1[CH:4]=[C:5]([CH:31]=[CH:32][C:33]=1[O:34][CH3:35])[CH2:6][N:7]1[C:11]([C:12]2[S:24][C:15]3[N:16]=[CH:17][N:18]=[C:19](S(C)(=O)=O)[C:14]=3[CH:13]=2)=[C:10]([C:25]2[CH:30]=[CH:29][CH:28]=[CH:27][CH:26]=2)[N:9]=[CH:8]1.C[N:37]1C(C2SC3N=CN=C(S(C)(=O)=O)C=3C=2)=C(C2C=CC=CC=2)N=C1, predict the reaction product. The product is: [CH3:1][O:2][C:3]1[CH:4]=[C:5]([CH:31]=[CH:32][C:33]=1[O:34][CH3:35])[CH2:6][N:7]1[C:11]([C:12]2[S:24][C:15]3[N:16]=[CH:17][N:18]=[C:19]([NH2:37])[C:14]=3[CH:13]=2)=[C:10]([C:25]2[CH:30]=[CH:29][CH:28]=[CH:27][CH:26]=2)[N:9]=[CH:8]1. (7) Given the reactants Br[C:2]1[C:17]([O:18][CH2:19][C@@H:20]([NH:25][C:26](=[O:32])[O:27][C:28]([CH3:31])([CH3:30])[CH3:29])[CH2:21][CH:22]([CH3:24])[CH3:23])=[CH:16][C:5]2[N:6]([CH3:15])[C:7](=[O:14])[C:8]3[C:13]([C:4]=2[CH:3]=1)=[CH:12][CH:11]=[N:10][CH:9]=3.[CH:33]1(B(O)O)[CH2:35][CH2:34]1.C([O-])([O-])=O.[Cs+].[Cs+], predict the reaction product. The product is: [CH:33]1([C:2]2[C:17]([O:18][CH2:19][C@@H:20]([NH:25][C:26](=[O:32])[O:27][C:28]([CH3:31])([CH3:29])[CH3:30])[CH2:21][CH:22]([CH3:23])[CH3:24])=[CH:16][C:5]3[N:6]([CH3:15])[C:7](=[O:14])[C:8]4[C:13]([C:4]=3[CH:3]=2)=[CH:12][CH:11]=[N:10][CH:9]=4)[CH2:35][CH2:34]1.